Dataset: Full USPTO retrosynthesis dataset with 1.9M reactions from patents (1976-2016). Task: Predict the reactants needed to synthesize the given product. Given the product [F:1][C:2]1[CH:13]=[C:12]([C:14]2[CH:15]=[N:16][C:17]3[N:18]([C:20]([C:23]4([C:26]5[CH:27]=[C:28]6[C:33](=[CH:34][CH:35]=5)[N:32]=[CH:31][CH:30]=[CH:29]6)[CH2:25][CH2:24]4)=[CH:21][N:22]=3)[CH:19]=2)[CH:11]=[CH:10][C:3]=1[O:4][CH:5]([CH3:9])[C:6](=[O:8])[N:45]1[CH2:46][CH2:51][CH2:50][CH2:49]1, predict the reactants needed to synthesize it. The reactants are: [F:1][C:2]1[CH:13]=[C:12]([C:14]2[CH:15]=[N:16][C:17]3[N:18]([C:20]([C:23]4([C:26]5[CH:27]=[C:28]6[C:33](=[CH:34][CH:35]=5)[N:32]=[CH:31][CH:30]=[CH:29]6)[CH2:25][CH2:24]4)=[CH:21][N:22]=3)[CH:19]=2)[CH:11]=[CH:10][C:3]=1[O:4][CH:5]([CH3:9])[C:6]([OH:8])=O.F[P-](F)(F)(F)(F)F.N1(O[P+](N(C)C)(N(C)C)N(C)C)C2C=[CH:49][CH:50]=[CH:51][C:46]=2[N:45]=N1.N1CCCC1.C(N(CC)C(C)C)(C)C.